This data is from Catalyst prediction with 721,799 reactions and 888 catalyst types from USPTO. The task is: Predict which catalyst facilitates the given reaction. (1) Reactant: [H-].[Na+].[CH2:3]([O:10][C:11]1[CH:12]=[C:13]2[C:17](=[CH:18][CH:19]=1)[NH:16][CH:15]=[CH:14]2)[C:4]1[CH:9]=[CH:8][CH:7]=[CH:6][CH:5]=1.Br[CH:21]([CH3:27])[C:22]([O:24][CH2:25][CH3:26])=[O:23]. Product: [CH2:25]([O:24][C:22](=[O:23])[CH:21]([N:16]1[C:17]2[C:13](=[CH:12][C:11]([O:10][CH2:3][C:4]3[CH:5]=[CH:6][CH:7]=[CH:8][CH:9]=3)=[CH:19][CH:18]=2)[CH:14]=[CH:15]1)[CH3:27])[CH3:26]. The catalyst class is: 39. (2) Reactant: [Cl:1][C:2]1[CH:26]=[CH:25][C:24]([Cl:27])=[CH:23][C:3]=1[O:4][C:5]1[CH:10]=[CH:9][N:8]=[CH:7][C:6]=1[C:11](N1C2C(=CC=CC=2)CCC1)=[O:12].[NH2:28][C:29]1[C:30]([N:35]([CH3:37])[CH3:36])=[N:31][CH:32]=[CH:33][CH:34]=1. Product: [Cl:1][C:2]1[CH:26]=[CH:25][C:24]([Cl:27])=[CH:23][C:3]=1[O:4][C:5]1[C:6]([C:11]([NH:28][C:29]2[C:30]([N:35]([CH3:37])[CH3:36])=[N:31][CH:32]=[CH:33][CH:34]=2)=[O:12])=[CH:7][N:8]=[CH:9][CH:10]=1. The catalyst class is: 644. (3) Reactant: [F:1][C:2]([F:17])([F:16])[C:3]1[CH:8]=[CH:7][CH:6]=[CH:5][C:4]=1[C:9]1[NH:13][CH:12]=[C:11]([CH:14]=[O:15])[CH:10]=1.[H-].[Na+].C1OCCOCCOCCOCCOC1.Cl.[N:36]1[CH:41]=[CH:40][CH:39]=[C:38]([S:42](Cl)(=[O:44])=[O:43])[CH:37]=1. Product: [N:36]1[CH:41]=[CH:40][CH:39]=[C:38]([S:42]([N:13]2[C:9]([C:4]3[CH:5]=[CH:6][CH:7]=[CH:8][C:3]=3[C:2]([F:16])([F:1])[F:17])=[CH:10][C:11]([CH:14]=[O:15])=[CH:12]2)(=[O:44])=[O:43])[CH:37]=1. The catalyst class is: 334. (4) Reactant: [CH2:1]([OH:8])[C:2]1[CH:7]=[CH:6][CH:5]=[CH:4][CH:3]=1.[Br:9][CH2:10][C:11]1[CH:19]=[CH:18][CH:17]=[C:16]([CH3:20])[C:12]=1[C:13](Br)=[O:14]. Product: [Br:9][CH2:10][C:11]1[CH:19]=[CH:18][CH:17]=[C:16]([CH3:20])[C:12]=1[C:13]([O:8][CH2:1][C:2]1[CH:7]=[CH:6][CH:5]=[CH:4][CH:3]=1)=[O:14]. The catalyst class is: 310. (5) Reactant: [CH2:1]([N:4]1[CH2:7][CH:6]([C:8]2[CH:13]=[CH:12][C:11]([NH2:14])=[CH:10][CH:9]=2)[CH2:5]1)[CH2:2][CH3:3].[F:15][CH2:16][CH2:17][CH2:18][C:19]1[CH:24]=[CH:23][C:22]([S:25](Cl)(=[O:27])=[O:26])=[CH:21][CH:20]=1. Product: [F:15][CH2:16][CH2:17][CH2:18][C:19]1[CH:24]=[CH:23][C:22]([S:25]([NH:14][C:11]2[CH:10]=[CH:9][C:8]([CH:6]3[CH2:5][N:4]([CH2:1][CH2:2][CH3:3])[CH2:7]3)=[CH:13][CH:12]=2)(=[O:27])=[O:26])=[CH:21][CH:20]=1. The catalyst class is: 202. (6) Reactant: O=C[C@@H]([C@H]([C@@H]([C@@H](CO)O)O)O)O.C1C=[N+]([C@@H]2O[C@H](COP(OP(OC[C@H]3O[C@@H](N4C5N=CN=C(N)C=5N=C4)[C@H](OP(O)(O)=O)[C@@H]3O)(O)=O)(O)=O)[C@@H](O)[C@H]2O)C=C(C(N)=O)C=1.[Cl:61][CH2:62][C:63](=[O:80])[C@@H:64]([NH:72][C:73]([O:75][C:76]([CH3:79])([CH3:78])[CH3:77])=[O:74])[CH2:65][C:66]1[CH:71]=[CH:70][CH:69]=[CH:68][CH:67]=1.[OH-].[Na+]. Product: [Cl:61][CH2:62][C@H:63]([OH:80])[C@@H:64]([NH:72][C:73]([O:75][C:76]([CH3:78])([CH3:77])[CH3:79])=[O:74])[CH2:65][C:66]1[CH:71]=[CH:70][CH:69]=[CH:68][CH:67]=1. The catalyst class is: 11. (7) Reactant: N1CCCCC1.[N:7]([CH2:10][CH2:11][O:12][C:13]1[CH:20]=[CH:19][C:16]([CH:17]=O)=[CH:15][CH:14]=1)=[N+:8]=[N-:9].[C:21](#[N:25])[CH2:22][C:23]#[N:24]. Product: [N:7]([CH2:10][CH2:11][O:12][C:13]1[CH:20]=[CH:19][C:16]([CH:17]=[C:22]([C:21]#[N:25])[C:23]#[N:24])=[CH:15][CH:14]=1)=[N+:8]=[N-:9]. The catalyst class is: 8. (8) Reactant: [CH:1]([Li])([CH2:3][CH3:4])[CH3:2].CC1C=[CH:15][C:14]2[C:9](=[CH:10][CH:11]=[CH:12][CH:13]=2)[N:8]=1.CI. Product: [CH2:3]([C:1]1[CH:2]=[CH:15][C:14]2[C:9](=[CH:10][CH:11]=[CH:12][CH:13]=2)[N:8]=1)[CH3:4]. The catalyst class is: 27. (9) Reactant: Cl[C:2]1[CH:7]=[C:6]([O:8][CH3:9])[N:5]=[CH:4][N:3]=1.[Cl:10][C:11]1[CH:12]=[C:13]2[C:17](=[C:18](B3OC(C)(C)C(C)(C)O3)[CH:19]=1)[NH:16][CH:15]=[CH:14]2.C([O-])([O-])=O.[Na+].[Na+].COCCOC. Product: [Cl:10][C:11]1[CH:12]=[C:13]2[C:17](=[C:18]([C:2]3[CH:7]=[C:6]([O:8][CH3:9])[N:5]=[CH:4][N:3]=3)[CH:19]=1)[NH:16][CH:15]=[CH:14]2. The catalyst class is: 315.